Dataset: Retrosynthesis with 50K atom-mapped reactions and 10 reaction types from USPTO. Task: Predict the reactants needed to synthesize the given product. (1) Given the product O=C(O)CNC(=O)NC(=O)C(CC1CCCC1)c1ccc(Cl)c(Cl)c1, predict the reactants needed to synthesize it. The reactants are: CCOC(=O)CNC(=O)NC(=O)C(CC1CCCC1)c1ccc(Cl)c(Cl)c1. (2) Given the product C=C(C)c1cnn(C)c1-c1cc(C(=O)OC)sc1C, predict the reactants needed to synthesize it. The reactants are: C=C(C)B1OC(C)(C)C(C)(C)O1.COC(=O)c1cc(-c2c(Br)cnn2C)c(C)s1. (3) Given the product O=c1ccc2cnc(Nc3ccc(N4CCNCC4)cn3)nc2n1C1CC1, predict the reactants needed to synthesize it. The reactants are: CC(C)(C)OC(=O)N1CCN(c2ccc(Nc3ncc4ccc(=O)n(C5CC5)c4n3)nc2)CC1. (4) Given the product CCn1c(=O)nc(-c2cccc(Cl)c2)c2ccc(C(C)O)nc21, predict the reactants needed to synthesize it. The reactants are: CCn1c(=O)nc(-c2cccc(Cl)c2)c2ccc(C(C)OC(C)=O)nc21. (5) The reactants are: CC(C)(C)OC(=O)NC1(c2ccc(-c3nc4nccn4cc3-c3ccccc3)cc2)CCC1. Given the product NC1(c2ccc(-c3nc4nccn4cc3-c3ccccc3)cc2)CCC1, predict the reactants needed to synthesize it. (6) The reactants are: CCOC(=O)CC(=O)Cc1ccc(OCc2ccccc2Oc2ccccc2)cc1.[NH3+]O. Given the product O=C(CC(=O)NO)Cc1ccc(OCc2ccccc2Oc2ccccc2)cc1, predict the reactants needed to synthesize it.